This data is from Peptide-MHC class II binding affinity with 134,281 pairs from IEDB. The task is: Regression. Given a peptide amino acid sequence and an MHC pseudo amino acid sequence, predict their binding affinity value. This is MHC class II binding data. The peptide sequence is AAPGAGYTPATPAAP. The MHC is DRB1_0701 with pseudo-sequence DRB1_0701. The binding affinity (normalized) is 0.317.